Dataset: Forward reaction prediction with 1.9M reactions from USPTO patents (1976-2016). Task: Predict the product of the given reaction. (1) Given the reactants [C:1]([C:5]1[CH:6]=[C:7]([CH:11]=[C:12]([C:14]2[N:15]([CH2:24][CH:25]3[CH2:30][CH2:29][CH2:28][CH2:27][CH2:26]3)[C:16]([CH3:23])=[C:17]([S:19](=[O:22])(=[O:21])[NH2:20])[CH:18]=2)[CH:13]=1)[C:8]([OH:10])=O)([CH3:4])([CH3:3])[CH3:2].CCN(C(C)C)C(C)C.CN(C(ON1N=NC2C=CC=NC1=2)=[N+](C)C)C.F[P-](F)(F)(F)(F)F.[CH3:64][CH:65]([CH3:68])[CH2:66][NH2:67], predict the reaction product. The product is: [C:1]([C:5]1[CH:6]=[C:7]([CH:11]=[C:12]([C:14]2[N:15]([CH2:24][CH:25]3[CH2:30][CH2:29][CH2:28][CH2:27][CH2:26]3)[C:16]([CH3:23])=[C:17]([S:19](=[O:22])(=[O:21])[NH2:20])[CH:18]=2)[CH:13]=1)[C:8]([NH:67][CH2:66][CH:65]([CH3:68])[CH3:64])=[O:10])([CH3:3])([CH3:4])[CH3:2]. (2) Given the reactants [N:1]1[CH:6]=[CH:5][CH:4]=[CH:3][C:2]=1[CH2:7][NH2:8].C(N(CC)CC)C.CN(C(ON1N=NC2C=CC=NC1=2)=[N+](C)C)C.F[P-](F)(F)(F)(F)F.[CH:40]12[CH2:45][CH:44]1[CH2:43][N:42]([C:46]1[N:51]=[C:50]([NH:52][CH2:53][C:54]3[CH:59]=[CH:58][C:57]([O:60][CH3:61])=[C:56]([Cl:62])[CH:55]=3)[C:49]([C:63](O)=[O:64])=[CH:48][N:47]=1)[CH2:41]2, predict the reaction product. The product is: [CH:44]12[CH2:45][CH:40]1[CH2:41][N:42]([C:46]1[N:51]=[C:50]([NH:52][CH2:53][C:54]3[CH:59]=[CH:58][C:57]([O:60][CH3:61])=[C:56]([Cl:62])[CH:55]=3)[C:49]([C:63]([NH:8][CH2:7][C:2]3[CH:3]=[CH:4][CH:5]=[CH:6][N:1]=3)=[O:64])=[CH:48][N:47]=1)[CH2:43]2. (3) Given the reactants [N:1]1([CH2:6][CH2:7][C:8]2[C:16]3[C:11](=[CH:12][CH:13]=[C:14]([NH:17][C:18]([C:20]4[S:21][CH:22]=[CH:23][CH:24]=4)=[NH:19])[CH:15]=3)[NH:10][CH:9]=2)[CH2:5][CH2:4][CH2:3][CH2:2]1.[ClH:25].CCOCC, predict the reaction product. The product is: [ClH:25].[ClH:25].[N:1]1([CH2:6][CH2:7][C:8]2[C:16]3[C:11](=[CH:12][CH:13]=[C:14]([NH:17][C:18]([C:20]4[S:21][CH:22]=[CH:23][CH:24]=4)=[NH:19])[CH:15]=3)[NH:10][CH:9]=2)[CH2:2][CH2:3][CH2:4][CH2:5]1. (4) Given the reactants [N+:1]([C:4]1[CH:5]=[N:6][C:7]2[CH2:8][CH2:9][NH:10][CH2:11][C:12]=2[CH:13]=1)([O-])=O.C(O)CCCC, predict the reaction product. The product is: [N:6]1[C:7]2[C:12](=[CH:11][N:10]=[CH:9][CH:8]=2)[CH:13]=[C:4]([NH2:1])[CH:5]=1. (5) Given the reactants [F:1][C:2]([F:35])([F:34])[C:3]1[CH:4]=[C:5]([C@H:13]([O:15][C@H:16]2[O:24][CH2:23][C@@H:19]3[CH2:20][NH:21][CH2:22][C@H:18]3[C@@H:17]2[C:25]2[CH:30]=[C:29]([I:31])[C:28]([F:32])=[CH:27][C:26]=2[CH3:33])[CH3:14])[CH:6]=[C:7]([C:9]([F:12])([F:11])[F:10])[CH:8]=1.[C:36]1(=O)[CH2:40][CH2:39][C:38](=[O:41])[CH2:37]1, predict the reaction product. The product is: [F:35][C:2]([F:1])([F:34])[C:3]1[CH:4]=[C:5]([C@H:13]([O:15][CH:16]2[O:24][CH2:23][C@@H:19]3[CH2:20][N:21]([C:36]4[CH2:40][CH2:39][C:38](=[O:41])[CH:37]=4)[CH2:22][C@H:18]3[C@@H:17]2[C:25]2[CH:30]=[C:29]([I:31])[C:28]([F:32])=[CH:27][C:26]=2[CH3:33])[CH3:14])[CH:6]=[C:7]([C:9]([F:10])([F:11])[F:12])[CH:8]=1. (6) Given the reactants Br[C:2]1[CH:7]=[CH:6][C:5]([C@H:8]2[CH2:10][C@@H:9]2[CH2:11][N:12]2[CH2:16][CH2:15][CH2:14][CH:13]2[CH3:17])=[CH:4][CH:3]=1.Br[C:19]1[CH:24]=[CH:23][C:22]([C@H:25]2C[C@@H]2CN2CCC[C@@H]2C)=[CH:21][CH:20]=1.[NH3:35], predict the reaction product. The product is: [CH3:17][CH:13]1[CH2:14][CH2:15][CH2:16][N:12]1[CH2:11][C@H:9]1[CH2:10][C@@H:8]1[C:5]1[CH:6]=[CH:7][C:2]([C:19]2[CH:20]=[CH:21][C:22]([C:25]#[N:35])=[CH:23][CH:24]=2)=[CH:3][CH:4]=1. (7) Given the reactants [NH2:1][C:2](=[S:10])[CH:3]([CH3:9])[C:4]([O:6][CH2:7][CH3:8])=[O:5].Cl[CH2:12][C:13](=O)[CH3:14].C([O-])(O)=[O:17].[Na+], predict the reaction product. The product is: [OH:17][C:3]([C:2]1[S:10][CH:12]=[C:13]([CH3:14])[N:1]=1)([CH3:9])[C:4]([O:6][CH2:7][CH3:8])=[O:5].